This data is from Full USPTO retrosynthesis dataset with 1.9M reactions from patents (1976-2016). The task is: Predict the reactants needed to synthesize the given product. Given the product [Cl:23][C:24]1[CH:29]=[C:28]([F:30])[CH:27]=[CH:26][C:25]=1[CH2:31][S:32]([NH:35][C:20]([CH:18]1[CH2:17][N:16]([C:4]2[C:3]([C:1]#[N:2])=[CH:8][C:7]([C:9]([O:11][CH2:12][CH3:13])=[O:10])=[C:6]([CH2:14][F:15])[N:5]=2)[CH2:19]1)=[O:22])(=[O:33])=[O:34], predict the reactants needed to synthesize it. The reactants are: [C:1]([C:3]1[C:4]([N:16]2[CH2:19][CH:18]([C:20]([OH:22])=O)[CH2:17]2)=[N:5][C:6]([CH2:14][F:15])=[C:7]([C:9]([O:11][CH2:12][CH3:13])=[O:10])[CH:8]=1)#[N:2].[Cl:23][C:24]1[CH:29]=[C:28]([F:30])[CH:27]=[CH:26][C:25]=1[CH2:31][S:32]([NH2:35])(=[O:34])=[O:33].